This data is from Reaction yield outcomes from USPTO patents with 853,638 reactions. The task is: Predict the reaction yield, written as a fraction of the theoretical maximum amount of product (1.0 means a 100% yield; for example, 0.34 means a 34% yield). The reactants are C1C(=O)N([I:8])C(=O)C1.[CH2:9]1[O:17][C:16]2[CH:15]=[CH:14][C:13]([CH3:18])=[CH:12][C:11]=2[O:10]1.C(O)(C(F)(F)F)=O. The catalyst is CC#N. The product is [I:8][C:14]1[C:13]([CH3:18])=[CH:12][C:11]2[O:10][CH2:9][O:17][C:16]=2[CH:15]=1. The yield is 0.630.